This data is from Full USPTO retrosynthesis dataset with 1.9M reactions from patents (1976-2016). The task is: Predict the reactants needed to synthesize the given product. (1) The reactants are: [B-].[Na+].[CH3:19][N:17]1[CH:18]=[C:14]([C:12](O[C:12]([C:14]2[C:15]([C:20]([F:23])([F:22])[F:21])=[N:16][N:17]([CH3:19])[CH:18]=2)=[O:13])=[O:13])[C:15]([C:20]([F:23])([F:22])[F:21])=[N:16]1.[Cl:28][C:29]1[C:30]([CH2:39][C:40]#[N:41])=[N:31][CH:32]=[C:33]([C:35]([F:38])([F:37])[F:36])[CH:34]=1. Given the product [Cl:28][C:29]1[C:30]([CH2:39][CH2:40][NH:41][C:12]([C:14]2[C:15]([C:20]([F:21])([F:22])[F:23])=[N:16][N:17]([CH3:19])[CH:18]=2)=[O:13])=[N:31][CH:32]=[C:33]([C:35]([F:38])([F:36])[F:37])[CH:34]=1, predict the reactants needed to synthesize it. (2) Given the product [CH3:3][O:4][C:5](=[O:23])[CH2:6][CH2:7][CH2:8][O:9][C:10]1[CH:15]=[C:14]([N+:16]([O-:18])=[O:17])[C:13]([CH2:19][OH:20])=[CH:12][C:11]=1[O:21][CH3:22], predict the reactants needed to synthesize it. The reactants are: [BH4-].[Na+].[CH3:3][O:4][C:5](=[O:23])[CH2:6][CH2:7][CH2:8][O:9][C:10]1[CH:15]=[C:14]([N+:16]([O-:18])=[O:17])[C:13]([CH:19]=[O:20])=[CH:12][C:11]=1[O:21][CH3:22].CCOC(C)=O. (3) Given the product [F:20][C:3]([F:2])([F:19])[C:4]([N:6]1[CH2:12][CH2:11][C:10]2[CH:13]=[CH:14][C:15]([CH2:17][NH:18][C:29](=[O:30])[O:31][CH2:32][CH2:35][CH2:38][CH3:39])=[CH:16][C:9]=2[CH2:8][CH2:7]1)=[O:5], predict the reactants needed to synthesize it. The reactants are: Cl.[F:2][C:3]([F:20])([F:19])[C:4]([N:6]1[CH2:12][CH2:11][C:10]2[CH:13]=[CH:14][C:15]([CH2:17][NH2:18])=[CH:16][C:9]=2[CH2:8][CH2:7]1)=[O:5].[CH3:35][C:32]([O:31][C:29](O[C:29]([O:31][C:32]([CH3:35])(C)C)=[O:30])=[O:30])(C)C.[OH-].[Na+].[CH3:38][CH2:39]CCCC.